This data is from Full USPTO retrosynthesis dataset with 1.9M reactions from patents (1976-2016). The task is: Predict the reactants needed to synthesize the given product. (1) Given the product [CH:11]([O:14][C:15]([N:17]1[C:30]2[C:22](=[CH:23][C:24]3[CH2:25][CH2:26][CH2:27][C:28]=3[CH:29]=2)[C@@H:21]([N:31]([CH2:37][C:38]2[CH:39]=[C:40]([C:48]([F:49])([F:50])[F:51])[CH:41]=[C:42]([C:44]([F:45])([F:46])[F:47])[CH:43]=2)[C:32]2[N:33]=[N:34][N:35]([CH2:9][CH2:8][OH:10])[N:36]=2)[CH2:20][CH2:19][CH2:18]1)=[O:16])([CH3:13])[CH3:12], predict the reactants needed to synthesize it. The reactants are: C(=O)([O-])[O-].[K+].[K+].Br[CH:8]([OH:10])[CH3:9].[CH:11]([O:14][C:15]([N:17]1[C:30]2[C:22](=[CH:23][C:24]3[CH2:25][CH2:26][CH2:27][C:28]=3[CH:29]=2)[C@@H:21]([N:31]([CH2:37][C:38]2[CH:43]=[C:42]([C:44]([F:47])([F:46])[F:45])[CH:41]=[C:40]([C:48]([F:51])([F:50])[F:49])[CH:39]=2)[C:32]2[N:33]=[N:34][NH:35][N:36]=2)[CH2:20][CH2:19][CH2:18]1)=[O:16])([CH3:13])[CH3:12].Cl. (2) Given the product [NH2:8][C:4]1[N:3]=[C:2]([NH:18][CH2:19][CH2:20][CH2:21][N:22]([CH3:30])[C:23](=[O:29])[O:24][C:25]([CH3:26])([CH3:28])[CH3:27])[CH:7]=[CH:6][N:5]=1, predict the reactants needed to synthesize it. The reactants are: Cl[C:2]1[CH:7]=[CH:6][N:5]=[C:4]([NH2:8])[N:3]=1.C(N(C(C)C)C(C)C)C.[NH2:18][CH2:19][CH2:20][CH2:21][N:22]([CH3:30])[C:23](=[O:29])[O:24][C:25]([CH3:28])([CH3:27])[CH3:26]. (3) Given the product [ClH:37].[N:43]1[N:19]=[C:20]([C:25]2[CH:35]=[CH:34][C:36]([C:2]3[N:3]=[C:4]4[N:11]([CH2:12][CH3:13])[CH2:10][C:9](=[O:14])[NH:8][C:5]4=[N:6][CH:7]=3)=[CH:39][CH:38]=2)[NH:21][CH:22]=1, predict the reactants needed to synthesize it. The reactants are: Br[C:2]1[N:3]=[C:4]2[N:11]([CH2:12][CH3:13])[CH2:10][C:9](=[O:14])[NH:8][C:5]2=[N:6][CH:7]=1.BrCC([NH:19][C:20]1[C:25](Br)=NC(Br)=[CH:22][N:21]=1)=O.C(N([CH:34]([CH3:36])[CH3:35])CC)(C)C.[ClH:37].[CH2:38](N)[CH3:39].C(#[N:43])C. (4) Given the product [Br:12][CH2:10][C:9]([C:3]1[C:2]([F:1])=[CH:7][CH:6]=[CH:5][C:4]=1[F:8])=[O:11], predict the reactants needed to synthesize it. The reactants are: [F:1][C:2]1[CH:7]=[CH:6][CH:5]=[C:4]([F:8])[C:3]=1[C:9](=[O:11])[CH3:10].[Br:12]Br.C(OCC)(=O)C.CCCCCC. (5) Given the product [CH:9]1[C:10]2[NH:11][C:12]3[C:17](=[CH:16][CH:15]=[CH:14][CH:13]=3)[C:18]=2[CH:19]=[CH:7][CH:8]=1.[C:1]1([C:7]2[CH:8]=[CH:9][C:10]3[N:11]([C:26]4[CH:41]=[CH:40][CH:39]=[C:28]([O:29][CH3:30])[CH:27]=4)[C:12]4[C:17]([C:18]=3[CH:19]=2)=[CH:16][C:15]([C:20]2[CH:25]=[CH:24][CH:23]=[CH:22][CH:21]=2)=[CH:14][CH:13]=4)[CH:2]=[CH:3][CH:4]=[CH:5][CH:6]=1, predict the reactants needed to synthesize it. The reactants are: [C:1]1([C:7]2[CH:8]=[CH:9][C:10]3[N:11]([C:26]4[CH:27]=[C:28]([CH:39]=[CH:40][CH:41]=4)[O:29][CH2:30]CCCCCCCS)[C:12]4[C:17]([C:18]=3[CH:19]=2)=[CH:16][C:15]([C:20]2[CH:25]=[CH:24][CH:23]=[CH:22][CH:21]=2)=[CH:14][CH:13]=4)[CH:6]=[CH:5][CH:4]=[CH:3][CH:2]=1.C1C2NC3C(=CC=CC=3)C=2C=CC=1. (6) Given the product [Cl:8][C:6]1[N:5]=[C:4]2[N:9]([CH2:12][C:13]3[CH:18]=[CH:17][CH:16]=[CH:15][C:14]=3[C:19]([F:22])([F:21])[F:20])[N:10]=[CH:11][C:3]2=[C:2]([N:27]2[CH2:28][CH2:29][C:25]([F:30])([F:24])[CH2:26]2)[N:7]=1, predict the reactants needed to synthesize it. The reactants are: Cl[C:2]1[N:7]=[C:6]([Cl:8])[N:5]=[C:4]2[N:9]([CH2:12][C:13]3[CH:18]=[CH:17][CH:16]=[CH:15][C:14]=3[C:19]([F:22])([F:21])[F:20])[N:10]=[CH:11][C:3]=12.Cl.[F:24][C:25]1([F:30])[CH2:29][CH2:28][NH:27][CH2:26]1.CCN(C(C)C)C(C)C. (7) Given the product [C:1]([O:5][C:6]([N:8]1[CH2:13][CH2:12][CH:11]([O:14][C:16]2[S:17][CH:18]=[CH:19][N:20]=2)[CH2:10][CH2:9]1)=[O:7])([CH3:4])([CH3:2])[CH3:3], predict the reactants needed to synthesize it. The reactants are: [C:1]([O:5][C:6]([N:8]1[CH2:13][CH2:12][CH:11]([OH:14])[CH2:10][CH2:9]1)=[O:7])([CH3:4])([CH3:3])[CH3:2].Br[C:16]1[S:17][CH:18]=[CH:19][N:20]=1. (8) Given the product [C:28]([O:32][C:33](=[O:47])[NH:34][C@@H:35]1[C@@H:39]([N:40]2[CH2:45][CH2:44][CH2:43][CH2:42][C:41]2=[O:46])[CH2:38][N:37]([C:2]2[N:7]=[C:6]([CH3:8])[C:5]([O:9][CH2:10][CH2:11][C@H:12]([CH:14]3[CH2:19][CH2:18][N:17]([C:20]4[O:24][N:23]=[C:22]([CH:25]([CH3:27])[CH3:26])[N:21]=4)[CH2:16][CH2:15]3)[CH3:13])=[CH:4][N:3]=2)[CH2:36]1)([CH3:31])([CH3:29])[CH3:30], predict the reactants needed to synthesize it. The reactants are: Cl[C:2]1[N:7]=[C:6]([CH3:8])[C:5]([O:9][CH2:10][CH2:11][C@H:12]([CH:14]2[CH2:19][CH2:18][N:17]([C:20]3[O:24][N:23]=[C:22]([CH:25]([CH3:27])[CH3:26])[N:21]=3)[CH2:16][CH2:15]2)[CH3:13])=[CH:4][N:3]=1.[C:28]([O:32][C:33](=[O:47])[NH:34][C@@H:35]1[C@@H:39]([N:40]2[CH2:45][CH2:44][CH2:43][CH2:42][C:41]2=[O:46])[CH2:38][NH:37][CH2:36]1)([CH3:31])([CH3:30])[CH3:29].C1CCN2C(=NCCC2)CC1. (9) The reactants are: [S:1]1[CH:5]=[CH:4][C:3]2[CH:6]=[CH:7][CH:8]=[CH:9][C:2]1=2.[Li]C(C)(C)C.[CH3:15][N:16]([CH3:25])[C:17]1[CH:24]=[CH:23][C:20]([CH:21]=[O:22])=[CH:19][CH:18]=1. Given the product [S:1]1[C:5]([CH:21]([OH:22])[C:20]2[CH:19]=[CH:18][C:17]([N:16]([CH3:15])[CH3:25])=[CH:24][CH:23]=2)=[CH:4][C:3]2[CH:6]=[CH:7][CH:8]=[CH:9][C:2]1=2, predict the reactants needed to synthesize it.